From a dataset of Catalyst prediction with 721,799 reactions and 888 catalyst types from USPTO. Predict which catalyst facilitates the given reaction. Reactant: [CH3:1][N:2]([C:4]([F:9])([F:8])[C:5](Cl)=[O:6])[CH3:3].[CH3:10][O:11][C:12]1[CH:56]=[C:55]([O:57][CH3:58])[CH:54]=[C:53]([O:59][CH3:60])[C:13]=1[CH:14]=[CH:15][CH:16]([S:26]([CH:29]([CH:39]=[CH:40][C:41]1[C:46]([O:47][CH3:48])=[CH:45][C:44]([O:49][CH3:50])=[CH:43][C:42]=1[O:51][CH3:52])[C:30]1[CH:35]=[CH:34][C:33]([O:36][CH3:37])=[C:32]([NH2:38])[CH:31]=1)(=[O:28])=[O:27])[C:17]1[CH:22]=[CH:21][C:20]([O:23][CH3:24])=[C:19]([NH2:25])[CH:18]=1. Product: [CH3:60][O:59][C:53]1[CH:54]=[C:55]([O:57][CH3:58])[CH:56]=[C:12]([O:11][CH3:10])[C:13]=1/[CH:14]=[CH:15]/[CH:16]([S:26]([CH:29](/[CH:39]=[CH:40]/[C:41]1[C:42]([O:51][CH3:52])=[CH:43][C:44]([O:49][CH3:50])=[CH:45][C:46]=1[O:47][CH3:48])[C:30]1[CH:35]=[CH:34][C:33]([O:36][CH3:37])=[C:32]([NH:38][C:5](=[O:6])[C:4]([F:9])([F:8])[N:2]([CH3:3])[CH3:1])[CH:31]=1)(=[O:28])=[O:27])[C:17]1[CH:22]=[CH:21][C:20]([O:23][CH3:24])=[C:19]([NH:25][C:5](=[O:6])[C:4]([N:2]([CH3:3])[CH3:1])([F:9])[F:8])[CH:18]=1. The catalyst class is: 7.